From a dataset of Full USPTO retrosynthesis dataset with 1.9M reactions from patents (1976-2016). Predict the reactants needed to synthesize the given product. (1) The reactants are: [Br:1][C:2]1[C:6]2[CH:7]=[N:8][CH:9]=[CH:10][C:5]=2[NH:4][C:3]=1[C:11]1[C:16]([F:17])=[CH:15][CH:14]=[CH:13][C:12]=1[F:18].CCN(CC)CC.[CH3:26][C:27]([O:30][C:31](O[C:31]([O:30][C:27]([CH3:29])([CH3:28])[CH3:26])=[O:32])=[O:32])([CH3:29])[CH3:28]. Given the product [C:27]([O:30][C:31]([N:4]1[C:5]2[CH:10]=[CH:9][N:8]=[CH:7][C:6]=2[C:2]([Br:1])=[C:3]1[C:11]1[C:12]([F:18])=[CH:13][CH:14]=[CH:15][C:16]=1[F:17])=[O:32])([CH3:29])([CH3:28])[CH3:26], predict the reactants needed to synthesize it. (2) Given the product [C:10]([O:9][C:7]([N:1]1[CH2:6][CH2:5][N:4]([C:14](=[O:16])[CH3:15])[CH2:3][CH2:2]1)=[O:8])([CH3:13])([CH3:12])[CH3:11], predict the reactants needed to synthesize it. The reactants are: [N:1]1([C:7]([O:9][C:10]([CH3:13])([CH3:12])[CH3:11])=[O:8])[CH2:6][CH2:5][NH:4][CH2:3][CH2:2]1.[C:14](OC(=O)C)(=[O:16])[CH3:15].